Dataset: NCI-60 drug combinations with 297,098 pairs across 59 cell lines. Task: Regression. Given two drug SMILES strings and cell line genomic features, predict the synergy score measuring deviation from expected non-interaction effect. Drug 1: CCCS(=O)(=O)NC1=C(C(=C(C=C1)F)C(=O)C2=CNC3=C2C=C(C=N3)C4=CC=C(C=C4)Cl)F. Drug 2: C1CCN(CC1)CCOC2=CC=C(C=C2)C(=O)C3=C(SC4=C3C=CC(=C4)O)C5=CC=C(C=C5)O. Cell line: EKVX. Synergy scores: CSS=4.66, Synergy_ZIP=1.61, Synergy_Bliss=5.66, Synergy_Loewe=2.50, Synergy_HSA=3.26.